The task is: Binary Classification. Given a miRNA mature sequence and a target amino acid sequence, predict their likelihood of interaction.. This data is from Experimentally validated miRNA-target interactions with 360,000+ pairs, plus equal number of negative samples. (1) Result: 0 (no interaction). The miRNA is mmu-miR-92a-3p with sequence UAUUGCACUUGUCCCGGCCUG. The protein sequence of the target gene is MAASERRAFAHKINRTVAAEVRKQVSRERSGSPHSSRRCSSSLGVPLTEVVEPLDFEDVLLSRPPDAEPGPLRDLVEFPADDLELLLQPRECRTTEPGIPKDEKLDAQVRAAVEMYIEDWVIVHRRYQYLSAAYSPVTTDTQRERQKGLPRQVFEQDASGDERSGPEDSNDSRRGSGSPEDTPRSSGASSIFDLRNLAADSLLPSLLERAAPEDVDRRNETLRRQHRPPALLTLYPAPDEDEAVERCSRPEPPREHFGQRILVKCLSLKFEIEIEPIFGILALYDVREKKKISENFYFDL.... (2) The miRNA is mmu-miR-1251-5p with sequence ACUCUAGCUGCCAAAGGCGCU. The protein sequence of the target gene is MALLRGLLVLSLSCLQGPCFTFSPVSAVDLPGQQPVSEQAQQKLPLPALFKLDNQDFGDHATLKRSPGHCKSVPTAEETRRLAQAMMAFTTDLFSLVAQTSTSSNLVLSPLSVALALSHLALGAQNQTLHSLHRVLHMNTGSCLPHLLSHFYQNLGPGTIRLAARIYLQKGFPIKDDFLEQSERLFGAKPVKLTGKQEEDLANINQWVKEATEGKIEDFLSELPDSTVLLLLNAIHFHGFWRTKFDPSLTQKDFFHLDERFTVSVDMMHAVSYPLRWFLLEQPEIQVAHFPFKNNMSFVV.... Result: 1 (interaction). (3) The miRNA is hsa-miR-106a-3p with sequence CUGCAAUGUAAGCACUUCUUAC. The protein sequence of the target gene is MGAASCEDEELEFKLVFGEEKEAPPLGPGGPGEELDSEDAPPCCRLALGEPLPYGAAPIGIPRPPPPRPGMHSPPPRPAPSPGTWESQPPRSVRLGGPGGTAGGTGGGRVLECPSIRITSISPTPDPPTSLEDAPETWGDGSPRDYPPPEGFGGYREAGGQGGGAFFSPSPGSSSLSSWSFFSDASDEAALYAACDEVESELNEAASRFGLSSPLPSPRASPRPWTPEDPWSLYGPSSGGRAPEDSWLLLSAPGPIPASPRPASPCGKRRYSSSGTPSSASPALSRRGSLGEEGPEPPPP.... Result: 0 (no interaction). (4) The miRNA is hsa-miR-5194 with sequence UGAGGGGUUUGGAAUGGGAUGG. The protein sequence of the target gene is MDTEGFGELLQQAEQLAAETEGISELPHVERNLQEIQQAGERLRSRTLTRTSQETADVKASVLLGSRGLDISHISQRLESLSAATTFEPLEPVKDTDIQGFLKNEKDNALLSAIEESRKRTFGMAEEYHRESMLVEWEQVKQRILHTLLASGEDALDFTQESEPSYISDVGPPGRSSLDNIEMAYARQIYIYNEKIVNGHLQPNLVDLCASVAELDDKSISDMWTMVKQMTDVLLTPATDALKNRSSVEVRMEFVRQALAYLEQSYKNYTLVTVFGNLHQAQLGGVPGTYQLVRSFLNIK.... Result: 1 (interaction). (5) The miRNA is hsa-miR-7852-3p with sequence UAUGUAGUAGUCAAAGGCAUUU. The protein sequence of the target gene is MDGSGERSLPEPGSQSSAASDDIEIVVNVGGVRQVLYGDLLSQYPETRLAELINCLAGGYDTIFSLCDDYDPGKREFYFDRDPDAFKCVIEVYYFGEVHMKKGICPICFKNEMDFWKVDLKFLDDCCKSHLSEKREELEEIARRVQLILDDLGVDAAEGRWRRCQKCVWKFLEKPESSCPARVVAVLSFLLILVSSVVMCMGTIPELQVLDAEGNRVEHPTLENVETACIGWFTLEYLLRLFSSPNKLHFALSFMNIVDVLAILPFYVSLTLTHLGARMMELTNVQQAVQALRIMRIARI.... Result: 0 (no interaction). (6) The miRNA is hsa-miR-6868-3p with sequence UUCCUUCUGUUGUCUGUGCAG. The protein sequence of the target gene is MGNGVKEGPVRLHEDAEAVLSSSVSSKRDHRQVLSSLLSGALAGALAKTAVAPLDRTKIIFQVSSKRFSAKEAFRVLYYTYLNEGFLSLWRGNSATMVRVVPYAAIQFSAHEEYKRILGSYYGFRGEALPPWPRLFAGALAGTTAASLTYPLDLVRARMAVTPKEMYSNIFHVFIRISREEGLKTLYHGFMPTVLGVIPYAGLSFFTYETLKSLHREYSGRRQPYPFERMIFGACAGLIGQSASYPLDVVRRRMQTAGVTGYPRASIARTLRTIVREEGAVRGLYKGLSMNWVKGPIAVG.... Result: 0 (no interaction). (7) The miRNA is hsa-miR-6812-5p with sequence AUGGGGUGAGAUGGGGAGGAGCAGC. The protein sequence of the target gene is MAKSAEVKLAIFGRAGVGKSALVVRFLTKRFIWEYDPTLESTYRHQATIDDEVVSMEILDTAGQEDTIQREGHMRWGEGFVLVYDITDRGSFEEVLPLKNILDEIKKPKNVTLILVGNKADLDHSRQVSTEEGEKLATELACAFYECSACTGEGNITEIFYELCREVRRRRMVQGKTRRRSSTTHVKQAINKMLTKISS. Result: 0 (no interaction). (8) The miRNA is hsa-miR-6759-3p with sequence UGACCUUUGCCUCUCCCCUCAG. The protein sequence of the target gene is MAAVGPRTGPGTGAEALALAAELQGEATCSICLELFREPVSVECGHSFCRACIGRCWERPGAGSVGAATRAPPFPLPCPQCREPARPSQLRPNRQLAAVATLLRRFSLPAAAPGEHGSQAAAARAAAARCGQHGEPFKLYCQDDGRAICVVCDRAREHREHAVLPLDEAVQEAKELLESRLRVLKKELEDCEVFRSTEKKESKELLKQMAAEQEKVGAEFQALRAFLVEQEGRLLGRLEELSREVAQKQNENLAQLGVEITQLSKLSSQIQETAQKPDLDFLQEFKSTLSRCSNVPGPKP.... Result: 0 (no interaction).